The task is: Predict the product of the given reaction.. This data is from Forward reaction prediction with 1.9M reactions from USPTO patents (1976-2016). (1) Given the reactants C([N:8]1[CH2:12][CH2:11][CH:10]([C:13]([O:15][CH3:16])=[O:14])[CH2:9]1)C1C=CC=CC=1.[Cl:17]C(OC(Cl)C)=O, predict the reaction product. The product is: [ClH:17].[NH:8]1[CH2:12][CH2:11][CH:10]([C:13]([O:15][CH3:16])=[O:14])[CH2:9]1. (2) Given the reactants [CH3:1][O:2][C:3]1[C:8]([CH3:9])=[C:7]([C:10]2[CH:15]=[CH:14][C:13]([C:16]3[N:20]([C@H:21]4[CH2:25][CH2:24][O:23][CH2:22]4)[N:19]=[CH:18][C:17]=3[C:26]([O:28]CC)=O)=[C:12]([N+:31]([O-])=O)[CH:11]=2)[C:6]([CH3:34])=[CH:5][N:4]=1.[Cl-].[NH4+], predict the reaction product. The product is: [CH3:1][O:2][C:3]1[C:8]([CH3:9])=[C:7]([C:10]2[CH:15]=[CH:14][C:13]3[C:16]4[N:20]([C@H:21]5[CH2:25][CH2:24][O:23][CH2:22]5)[N:19]=[CH:18][C:17]=4[C:26](=[O:28])[NH:31][C:12]=3[CH:11]=2)[C:6]([CH3:34])=[CH:5][N:4]=1. (3) Given the reactants [NH2:1][C:2]1[C:3]([C:7]2[N:8]([CH2:35][CH3:36])[C:9]3[CH:14]=[C:13]([O:15][CH2:16][CH2:17][CH2:18][CH2:19][NH:20]C(=O)OC(C)(C)C)[N:12]=[C:11]([C:28]#[C:29][C:30]([OH:33])([CH3:32])[CH3:31])[C:10]=3[N:34]=2)=[N:4][O:5][N:6]=1.Cl, predict the reaction product. The product is: [NH2:20][CH2:19][CH2:18][CH2:17][CH2:16][O:15][C:13]1[N:12]=[C:11]([C:28]#[C:29][C:30]([CH3:31])([OH:33])[CH3:32])[C:10]2[N:34]=[C:7]([C:3]3[C:2]([NH2:1])=[N:6][O:5][N:4]=3)[N:8]([CH2:35][CH3:36])[C:9]=2[CH:14]=1. (4) Given the reactants [OH:1][CH2:2][CH:3]1[CH2:7][NH:6][C:5](=[O:8])[CH2:4]1.[H-].[Na+].Cl[C:12]1[N:21]=[C:20]([C:22]2[CH:27]=[CH:26][C:25]([N:28]([CH3:30])[CH3:29])=[C:24]([CH3:31])[CH:23]=2)[CH:19]=[C:18]2[C:13]=1[CH:14]=[CH:15][CH:16]=[N:17]2, predict the reaction product. The product is: [NH:6]1[CH2:7][CH:3]([CH2:2][O:1][C:12]2[N:21]=[C:20]([C:22]3[CH:27]=[CH:26][C:25]([N:28]([CH3:30])[CH3:29])=[C:24]([CH3:31])[CH:23]=3)[CH:19]=[C:18]3[C:13]=2[CH:14]=[CH:15][CH:16]=[N:17]3)[CH2:4][C:5]1=[O:8].